Dataset: Reaction yield outcomes from USPTO patents with 853,638 reactions. Task: Predict the reaction yield, written as a fraction of the theoretical maximum amount of product (1.0 means a 100% yield; for example, 0.34 means a 34% yield). (1) The reactants are [Cl-].O[NH3+:3].[C:4](=[O:7])([O-])[OH:5].[Na+].CS(C)=O.[CH3:13][C:14]1[N:48]=[C:17]2[N:18]([CH:41]3[CH2:46][CH2:45][CH:44]([CH3:47])[O:43][CH2:42]3)[C:19](=[O:40])[C:20]([CH2:25][C:26]3[CH:31]=[CH:30][C:29]([C:32]4[C:33]([C:38]#[N:39])=[CH:34][CH:35]=[CH:36][CH:37]=4)=[CH:28][CH:27]=3)=[C:21]([CH2:22][CH2:23][CH3:24])[N:16]2[N:15]=1. The catalyst is C(OCC)(=O)C. The product is [CH3:13][C:14]1[N:48]=[C:17]2[N:18]([CH:41]3[CH2:46][CH2:45][CH:44]([CH3:47])[O:43][CH2:42]3)[C:19](=[O:40])[C:20]([CH2:25][C:26]3[CH:27]=[CH:28][C:29]([C:32]4[CH:37]=[CH:36][CH:35]=[CH:34][C:33]=4[C:38]4[NH:3][C:4](=[O:7])[O:5][N:39]=4)=[CH:30][CH:31]=3)=[C:21]([CH2:22][CH2:23][CH3:24])[N:16]2[N:15]=1. The yield is 0.470. (2) The reactants are [CH3:1][N:2]([CH3:17])[CH2:3][CH2:4][O:5][C:6]1[CH:11]=[CH:10][C:9](B(O)O)=[CH:8][C:7]=1[CH:15]=[O:16].Br[C:19]1[CH:20]=[N:21][CH:22]=[CH:23][CH:24]=1. No catalyst specified. The product is [CH3:1][N:2]([CH3:17])[CH2:3][CH2:4][O:5][C:6]1[CH:11]=[CH:10][C:9]([C:19]2[CH:20]=[N:21][CH:22]=[CH:23][CH:24]=2)=[CH:8][C:7]=1[CH:15]=[O:16]. The yield is 0.130. (3) The reactants are [Cl:1][C:2]1[CH:27]=[C:26]([Cl:28])[CH:25]=[CH:24][C:3]=1[CH2:4][O:5][C:6]1[C:11]([CH3:12])=[C:10]([O:13]COC)[CH:9]=[CH:8][C:7]=1/[CH:17]=[CH:18]/[C:19]([O:21][CH2:22][CH3:23])=[O:20].Cl.[OH-].[Na+]. The catalyst is CC(C)=O. The product is [Cl:1][C:2]1[CH:27]=[C:26]([Cl:28])[CH:25]=[CH:24][C:3]=1[CH2:4][O:5][C:6]1[C:11]([CH3:12])=[C:10]([OH:13])[CH:9]=[CH:8][C:7]=1/[CH:17]=[CH:18]/[C:19]([O:21][CH2:22][CH3:23])=[O:20]. The yield is 0.290. (4) The reactants are [CH2:1]([O:8][N:9]1[C:15](=[O:16])[N:14]2[CH2:17][C@H:10]1[CH2:11][CH2:12][C@H:13]2[C:18]([OH:20])=O)[C:2]1[CH:7]=[CH:6][CH:5]=[CH:4][CH:3]=1.[NH:21]([C:23]([CH:25]1[CH2:28][N:27]([C:29]([O:31][C:32]([CH3:35])([CH3:34])[CH3:33])=[O:30])[CH2:26]1)=[O:24])[NH2:22].ON1C2C=CC=CC=2N=N1.Cl.C(N=C=NCCCN(C)C)C. The catalyst is C(Cl)Cl.CN(C)C1C=CN=CC=1. The product is [CH2:1]([O:8][N:9]1[C:15](=[O:16])[N:14]2[CH2:17][C@@H:10]1[CH2:11][CH2:12][C@@H:13]2[C:18]([NH:22][NH:21][C:23]([CH:25]1[CH2:28][N:27]([C:29]([O:31][C:32]([CH3:35])([CH3:34])[CH3:33])=[O:30])[CH2:26]1)=[O:24])=[O:20])[C:2]1[CH:3]=[CH:4][CH:5]=[CH:6][CH:7]=1. The yield is 0.810. (5) The reactants are CS(O[CH2:6][CH:7]1[S:11][C:10]([C:12]2[NH:13][C:14]3[C:19]([CH:20]=2)=[CH:18][CH:17]=[CH:16][C:15]=3[N:21]([CH3:31])[S:22]([C:25]2[CH:30]=[CH:29][CH:28]=[CH:27][N:26]=2)(=[O:24])=[O:23])=[N:9][CH2:8]1)(=O)=O.[NH:32]1[CH:36]=[N:35][CH:34]=[N:33]1.C(=O)([O-])[O-].[K+].[K+].CN(C)C=O. The catalyst is O. The product is [CH3:31][N:21]([C:15]1[CH:16]=[CH:17][CH:18]=[C:19]2[C:14]=1[NH:13][C:12]([C:10]1[S:11][CH:7]([CH2:6][N:32]3[CH:36]=[N:35][CH:34]=[N:33]3)[CH2:8][N:9]=1)=[CH:20]2)[S:22]([C:25]1[CH:30]=[CH:29][CH:28]=[CH:27][N:26]=1)(=[O:24])=[O:23]. The yield is 0.590.